Dataset: Full USPTO retrosynthesis dataset with 1.9M reactions from patents (1976-2016). Task: Predict the reactants needed to synthesize the given product. (1) Given the product [CH2:1]([N:8]1[CH:17]=[C:16]([C:18]([OH:20])=[O:19])[C:15]2[C:10](=[CH:11][CH:12]=[C:13]([Br:22])[CH:14]=2)[C:9]1=[O:23])[C:2]1[CH:3]=[CH:4][CH:5]=[CH:6][CH:7]=1, predict the reactants needed to synthesize it. The reactants are: [CH2:1]([N:8]1[CH:17]=[C:16]([C:18]([O:20]C)=[O:19])[C:15]2[C:10](=[CH:11][CH:12]=[C:13]([Br:22])[CH:14]=2)[C:9]1=[O:23])[C:2]1[CH:7]=[CH:6][CH:5]=[CH:4][CH:3]=1.[OH-].[Na+]. (2) Given the product [Cl:1][C:2]1[CH:3]=[C:4]([NH:10][C:11]2[C:16]([NH2:17])=[CH:15][CH:14]=[C:13]([NH:20][C@H:21]([C:23]3[CH:28]=[CH:27][C:26]([F:29])=[CH:25][N:24]=3)[CH3:22])[N:12]=2)[C:5]([O:8][CH3:9])=[N:6][CH:7]=1, predict the reactants needed to synthesize it. The reactants are: [Cl:1][C:2]1[CH:3]=[C:4]([NH:10][C:11]2[C:16]([N+:17]([O-])=O)=[CH:15][CH:14]=[C:13]([NH:20][C@H:21]([C:23]3[CH:28]=[CH:27][C:26]([F:29])=[CH:25][N:24]=3)[CH3:22])[N:12]=2)[C:5]([O:8][CH3:9])=[N:6][CH:7]=1. (3) Given the product [N+:14]([C:10]1[CH:9]=[C:8]([C:6](=[O:7])[CH:5]=[O:19])[CH:13]=[CH:12][CH:11]=1)([O-:16])=[O:15], predict the reactants needed to synthesize it. The reactants are: [Se](=O)=O.O.[CH3:5][C:6]([C:8]1[CH:13]=[CH:12][CH:11]=[C:10]([N+:14]([O-:16])=[O:15])[CH:9]=1)=[O:7].CC[O:19]C(C)=O. (4) Given the product [C:19]1([N:25]2[C:29]([C:2]3[C:7](=[O:8])[CH:6]=[CH:5][N:4]([C:9]4[CH:14]=[CH:13][CH:12]=[C:11]([C:15]([F:18])([F:17])[F:16])[CH:10]=4)[CH:3]=3)=[CH:28][CH:27]=[N:26]2)[CH:20]=[CH:21][CH:22]=[CH:23][CH:24]=1, predict the reactants needed to synthesize it. The reactants are: Cl[C:2]1[C:7](=[O:8])[CH:6]=[CH:5][N:4]([C:9]2[CH:14]=[CH:13][CH:12]=[C:11]([C:15]([F:18])([F:17])[F:16])[CH:10]=2)[CH:3]=1.[C:19]1([N:25]2[C:29](B3OC(C)(C)C(C)(C)O3)=[CH:28][CH:27]=[N:26]2)[CH:24]=[CH:23][CH:22]=[CH:21][CH:20]=1.C(=O)([O-])[O-].[K+].[K+]. (5) Given the product [Cl:7][C:8]1[CH:16]=[CH:15][CH:14]=[CH:13][C:9]=1[C:10]([NH:12][C:18]1[CH:19]=[CH:20][C:21]([C:24]2[N:25]=[C:26]([C:30]3[CH:35]=[CH:34][CH:33]=[CH:32][CH:31]=3)[O:27][C:28]=2[CH3:29])=[CH:22][CH:23]=1)=[O:11], predict the reactants needed to synthesize it. The reactants are: C(=O)([O-])[O-].[K+].[K+].[Cl:7][C:8]1[CH:16]=[CH:15][CH:14]=[CH:13][C:9]=1[C:10]([NH2:12])=[O:11].Br[C:18]1[CH:23]=[CH:22][C:21]([C:24]2[N:25]=[C:26]([C:30]3[CH:35]=[CH:34][CH:33]=[CH:32][CH:31]=3)[O:27][C:28]=2[CH3:29])=[CH:20][CH:19]=1.CNCCNC.